From a dataset of Forward reaction prediction with 1.9M reactions from USPTO patents (1976-2016). Predict the product of the given reaction. (1) Given the reactants [CH3:1][O:2][C:3](=[O:30])[NH:4][CH:5]([C:9]([N:11]1[CH:15]([C:16]2[NH:17][C:18]([C:21]3[CH:26]=[CH:25][C:24](Br)=[CH:23][CH:22]=3)=[CH:19][N:20]=2)[C:14]([CH3:29])([CH3:28])[S:13][CH2:12]1)=[O:10])[CH:6]([CH3:8])[CH3:7].[CH3:31][O:32][C:33](=[O:59])[NH:34][CH:35]([C:39]([N:41]1[CH2:45][CH2:44][CH2:43][CH:42]1[C:46]1[NH:47][C:48]([C:51]2[CH:56]=[CH:55][C:54]([C:57]#[CH:58])=[CH:53][CH:52]=2)=[CH:49][N:50]=1)=[O:40])[CH:36]([CH3:38])[CH3:37].C(N(CC)CC)C, predict the reaction product. The product is: [CH3:1][O:2][C:3](=[O:30])[NH:4][CH:5]([C:9]([N:11]1[CH:15]([C:16]2[NH:17][C:18]([C:21]3[CH:26]=[CH:25][C:24]([C:58]#[C:57][C:54]4[CH:55]=[CH:56][C:51]([C:48]5[NH:47][C:46]([CH:42]6[CH2:43][CH2:44][CH2:45][N:41]6[C:39](=[O:40])[CH:35]([NH:34][C:33]([O:32][CH3:31])=[O:59])[CH:36]([CH3:38])[CH3:37])=[N:50][CH:49]=5)=[CH:52][CH:53]=4)=[CH:23][CH:22]=3)=[CH:19][N:20]=2)[C:14]([CH3:29])([CH3:28])[S:13][CH2:12]1)=[O:10])[CH:6]([CH3:8])[CH3:7]. (2) Given the reactants [C:1]([O:5][C:6]([N:8]1[CH2:13][CH2:12][CH2:11][C@@H:10]([O:14][C:15]2[CH:16]=[N:17][CH:18]=[C:19]([CH:24]=2)[C:20]([O:22]C)=[O:21])[CH2:9]1)=[O:7])([CH3:4])([CH3:3])[CH3:2].[OH-].[Na+], predict the reaction product. The product is: [C:1]([O:5][C:6]([N:8]1[CH2:13][CH2:12][CH2:11][C@@H:10]([O:14][C:15]2[CH:16]=[N:17][CH:18]=[C:19]([CH:24]=2)[C:20]([OH:22])=[O:21])[CH2:9]1)=[O:7])([CH3:4])([CH3:2])[CH3:3]. (3) Given the reactants [C:1]([O:5][C:6](=[O:38])[N:7]([CH3:37])[C@H:8]([C:10](=[O:36])[NH:11][C@@H:12]1[C:18](=[O:19])[N:17]([CH2:20][C:21]2[C:30]3[C:25](=[CH:26][CH:27]=[CH:28][CH:29]=3)[CH:24]=[CH:23][C:22]=2[CH3:31])[C:16]2[CH:32]=[CH:33][CH:34]=[CH:35][C:15]=2[NH:14][CH2:13]1)[CH3:9])([CH3:4])([CH3:3])[CH3:2].[C:39](O)(=[O:44])[CH2:40][C:41]([NH2:43])=[O:42].N1C=CC=CC=1.O=P(Cl)(Cl)Cl, predict the reaction product. The product is: [C:1]([O:5][C:6](=[O:38])[N:7]([C@H:8]([C:10](=[O:36])[NH:11][C@@H:12]1[C:18](=[O:19])[N:17]([CH2:20][C:21]2[C:30]3[C:25](=[CH:26][CH:27]=[CH:28][CH:29]=3)[CH:24]=[CH:23][C:22]=2[CH3:31])[C:16]2[CH:32]=[CH:33][CH:34]=[CH:35][C:15]=2[N:14]([C:39](=[O:44])[CH2:40][C:41](=[O:42])[NH2:43])[CH2:13]1)[CH3:9])[CH3:37])([CH3:4])([CH3:2])[CH3:3]. (4) The product is: [CH3:27][O:26][C:22]1[CH:21]=[C:20]([C:18]2[CH2:17][N:13]3[CH:14]=[CH:15][C:16]4[C:11]([CH:10]=[C:4]([C:5]([O:7][CH2:8][CH3:9])=[O:6])[N:1]=4)=[C:12]3[N:19]=2)[CH:25]=[CH:24][CH:23]=1. Given the reactants [N:1]([C:4](=[CH:10][C:11]1[C:12]2[N:13]([CH:17]=[C:18]([C:20]3[CH:25]=[CH:24][CH:23]=[C:22]([O:26][CH3:27])[CH:21]=3)[N:19]=2)[CH:14]=[CH:15][CH:16]=1)[C:5]([O:7][CH2:8][CH3:9])=[O:6])=[N+]=[N-].[K+].[Br-], predict the reaction product. (5) Given the reactants [NH2:1][C:2]1[CH:3]=[N:4][S:5][C:6]=1[N:7]1[CH2:12][C@H:11]([C:13]([F:16])([F:15])[F:14])[CH2:10][C@H:9]([NH:17][C:18](=[O:24])[O:19][C:20]([CH3:23])([CH3:22])[CH3:21])[CH2:8]1.[C:25]([O:29][C:30]([NH:32][C:33]1[O:41][C:40]2[C:35](=[N:36][CH:37]=[C:38]([CH:42]3[CH2:47][CH2:46][O:45][CH2:44][CH2:43]3)[CH:39]=2)[C:34]=1[C:48](O)=[O:49])=[O:31])([CH3:28])([CH3:27])[CH3:26].CN(C(ON1N=NC2C=CC=NC1=2)=[N+](C)C)C.F[P-](F)(F)(F)(F)F.CCN(C(C)C)C(C)C, predict the reaction product. The product is: [C:25]([O:29][C:30]([NH:32][C:33]1[O:41][C:40]2[C:35](=[N:36][CH:37]=[C:38]([CH:42]3[CH2:43][CH2:44][O:45][CH2:46][CH2:47]3)[CH:39]=2)[C:34]=1[C:48]([NH:1][C:2]1[CH:3]=[N:4][S:5][C:6]=1[N:7]1[CH2:12][C@H:11]([C:13]([F:15])([F:14])[F:16])[CH2:10][C@H:9]([NH:17][C:18](=[O:24])[O:19][C:20]([CH3:21])([CH3:23])[CH3:22])[CH2:8]1)=[O:49])=[O:31])([CH3:28])([CH3:26])[CH3:27]. (6) Given the reactants [CH3:1][O:2][C:3]1[CH:4]=[C:5]([C:13]([O:15]C)=[O:14])[C:6](=[CH:11][CH:12]=1)[C:7]([O:9]C)=[O:8].[OH-].[K+], predict the reaction product. The product is: [CH3:1][O:2][C:3]1[CH:4]=[C:5]([C:13]([OH:15])=[O:14])[C:6](=[CH:11][CH:12]=1)[C:7]([OH:9])=[O:8]. (7) Given the reactants [O:1]=[C:2]([NH:11][C:12]1[CH:13]=[C:14]2[C:18](=[CH:19][CH:20]=1)[N:17]([C:21]1[N:29]=[C:28]([NH:30][C@H:31]3[CH2:36][CH2:35][C@H:34]([NH:37]C(OC(C)(C)C)=O)[CH2:33][CH2:32]3)[N:27]=[C:26]3[C:22]=1[N:23]=[CH:24][N:25]3C(OC(C)(C)C)=O)[CH2:16][CH2:15]2)[CH2:3][CH2:4][C:5]1[CH:10]=[CH:9][CH:8]=[CH:7][CH:6]=1.Cl, predict the reaction product. The product is: [NH2:37][C@H:34]1[CH2:33][CH2:32][C@H:31]([NH:30][C:28]2[N:27]=[C:26]3[C:22]([N:23]=[CH:24][NH:25]3)=[C:21]([N:17]3[C:18]4[C:14](=[CH:13][C:12]([NH:11][C:2](=[O:1])[CH2:3][CH2:4][C:5]5[CH:6]=[CH:7][CH:8]=[CH:9][CH:10]=5)=[CH:20][CH:19]=4)[CH2:15][CH2:16]3)[N:29]=2)[CH2:36][CH2:35]1.